From a dataset of Retrosynthesis with 50K atom-mapped reactions and 10 reaction types from USPTO. Predict the reactants needed to synthesize the given product. (1) Given the product COc1ccccc1-c1nc(N[C@H]2C[C@H](C(=O)O)N(C(=O)OC(C)(C)C)C2)c2ccccc2n1, predict the reactants needed to synthesize it. The reactants are: COC(=O)[C@H]1C[C@H](Nc2nc(-c3ccccc3OC)nc3ccccc23)CN1C(=O)OC(C)(C)C. (2) Given the product C=CCOc1c(Br)cc(C)cc1[N+](=O)[O-], predict the reactants needed to synthesize it. The reactants are: C=CCBr.Cc1cc(Br)c(O)c([N+](=O)[O-])c1. (3) Given the product COc1ccc2c(c1)C(c1ccc(Cl)cc1)=N[C@@H](CC(=O)NCCN)c1nnc(C)n1-2, predict the reactants needed to synthesize it. The reactants are: COc1ccc2c(c1)C(c1ccc(Cl)cc1)=N[C@@H](CC(=O)NCCNC(=O)OC(C)(C)C)c1nnc(C)n1-2.